Dataset: CYP2D6 inhibition data for predicting drug metabolism from PubChem BioAssay. Task: Regression/Classification. Given a drug SMILES string, predict its absorption, distribution, metabolism, or excretion properties. Task type varies by dataset: regression for continuous measurements (e.g., permeability, clearance, half-life) or binary classification for categorical outcomes (e.g., BBB penetration, CYP inhibition). Dataset: cyp2d6_veith. (1) The drug is Cc1ccnc(NCn2nnc3ccccc32)c1. The result is 0 (non-inhibitor). (2) The molecule is Cc1ccc(/C=N/n2nnnc2N)cc1[N+](=O)[O-]. The result is 0 (non-inhibitor). (3) The molecule is Cc1cccc2cc(=O)[nH]c(C)c12. The result is 0 (non-inhibitor). (4) The result is 1 (inhibitor). The drug is Cn1cccc1C(=O)N1CCC2(CC1)CN(C(c1ccccc1)c1ccccc1)C2. (5) The drug is COC(=O)[C@H]1[C@H](c2ccccc2)[C@@]2(c3ccccc3)Oc3ccccc3[C@@]2(O)[C@@H]1O. The result is 0 (non-inhibitor). (6) The drug is O=C(O)c1[nH]c(=O)[nH]c(=O)c1CN1CCCCC1. The result is 0 (non-inhibitor). (7) The drug is N#Cc1ccccc1-c1ccc2ncnc(N3CCNCC3)c2c1. The result is 0 (non-inhibitor). (8) The molecule is COC(=O)C[C@@H]1O[C@H]1[C@H](C)[C@@H](OC)C(C)C. The result is 0 (non-inhibitor).